Predict the reactants needed to synthesize the given product. From a dataset of Full USPTO retrosynthesis dataset with 1.9M reactions from patents (1976-2016). (1) Given the product [N:1]1([S:10]([C:13]2[CH:14]=[C:15]([CH:19]=[CH:20][CH:21]=2)[C:16]([NH:22][C:23]2[CH:28]=[CH:27][N:26]=[CH:25][CH:24]=2)=[O:18])(=[O:12])=[O:11])[C:9]2[C:4](=[CH:5][CH:6]=[CH:7][CH:8]=2)[CH2:3][CH2:2]1, predict the reactants needed to synthesize it. The reactants are: [N:1]1([S:10]([C:13]2[CH:14]=[C:15]([CH:19]=[CH:20][CH:21]=2)[C:16]([OH:18])=O)(=[O:12])=[O:11])[C:9]2[C:4](=[CH:5][CH:6]=[CH:7][CH:8]=2)[CH2:3][CH2:2]1.[NH2:22][C:23]1[CH:28]=[CH:27][N:26]=[CH:25][CH:24]=1. (2) Given the product [O:51]1[CH2:52][CH2:53][N:48]([CH2:47][CH2:46][CH2:45][O:27][C:28]2[CH:37]=[C:36]3[C:31]([CH:32]=[CH:33][C:34]([S:38]([OH:41])(=[O:39])=[O:40])=[CH:35]3)=[CH:30][CH:29]=2)[CH2:49][CH2:50]1, predict the reactants needed to synthesize it. The reactants are: COC(C1C=CC(COC2C=CC=C3C=2C=C(S(O)(=O)=O)C=C3)=CC=1)=O.[O-:27][C:28]1[CH:37]=[C:36]2[C:31]([CH:32]=[CH:33][C:34]([S:38]([O-:41])(=[O:40])=[O:39])=[CH:35]2)=[CH:30][CH:29]=1.[Na+].[Na+].Br[CH2:45][CH2:46][CH2:47][N:48]1[CH2:53][CH2:52][O:51][CH2:50][CH2:49]1. (3) Given the product [C:1]([O:5][C:6](=[O:24])[NH:7][CH:8]([C:18]1[CH:19]=[CH:20][CH:21]=[CH:22][CH:23]=1)[CH2:9][CH2:10][CH2:11][CH:12]1[CH2:13][CH2:14][N:15]([CH:26]([CH3:28])[CH3:25])[CH2:16][CH2:17]1)([CH3:4])([CH3:2])[CH3:3], predict the reactants needed to synthesize it. The reactants are: [C:1]([O:5][C:6](=[O:24])[NH:7][CH:8]([C:18]1[CH:23]=[CH:22][CH:21]=[CH:20][CH:19]=1)[CH2:9][CH2:10][CH2:11][CH:12]1[CH2:17][CH2:16][NH:15][CH2:14][CH2:13]1)([CH3:4])([CH3:3])[CH3:2].[CH3:25][C:26]([CH3:28])=O. (4) Given the product [Cl:24][C:3]1[CH:4]=[C:5]([O:6][C:7]2[CH:12]=[CH:11][N:10]=[C:9]([NH:13][C:14]([N:16]3[CH2:21][CH2:20][CH2:19][CH2:18][CH2:17]3)=[O:15])[CH:8]=2)[CH:22]=[CH:23][C:2]=1[NH:1][C:62](=[O:61])[CH2:63][C:66]([NH:39][C:43]1[CH:44]=[CH:45][C:46]([F:32])=[CH:47][CH:42]=1)=[O:67], predict the reactants needed to synthesize it. The reactants are: [NH2:1][C:2]1[CH:23]=[CH:22][C:5]([O:6][C:7]2[CH:12]=[CH:11][N:10]=[C:9]([NH:13][C:14]([N:16]3[CH2:21][CH2:20][CH2:19][CH2:18][CH2:17]3)=[O:15])[CH:8]=2)=[CH:4][C:3]=1[Cl:24].C(N(CC)CC)C.[F:32][P-](F)(F)(F)(F)F.[N:39]1(O[P+](N(C)C)(N(C)C)N(C)C)[C:43]2[CH:44]=[CH:45][CH:46]=[CH:47][C:42]=2N=N1.C([O:61][CH2:62][CH3:63])C.CN(C)[CH:66]=[O:67]. (5) Given the product [Br:34][CH2:2][CH:3]([CH3:32])[CH2:4][CH2:5][CH2:6][CH2:7][CH2:8][CH2:9][CH2:10][N:11]1[CH2:31][CH2:30][C:14]2([O:19][CH2:18][CH2:17][N:16]([C:20]([C:22]3[N:23]=[C:24]([CH:27]([CH3:29])[CH3:28])[S:25][CH:26]=3)=[O:21])[CH2:15]2)[CH2:13][CH2:12]1, predict the reactants needed to synthesize it. The reactants are: O[CH2:2][CH:3]([CH3:32])[CH2:4][CH2:5][CH2:6][CH2:7][CH2:8][CH2:9][CH2:10][N:11]1[CH2:31][CH2:30][C:14]2([O:19][CH2:18][CH2:17][N:16]([C:20]([C:22]3[N:23]=[C:24]([CH:27]([CH3:29])[CH3:28])[S:25][CH:26]=3)=[O:21])[CH2:15]2)[CH2:13][CH2:12]1.C(Br)(Br)(Br)[Br:34].N1C=CN=C1.C1(P(C2C=CC=CC=2)C2C=CC=CC=2)C=CC=CC=1. (6) Given the product [CH3:1][O:2][C:3](=[O:15])/[C:4](/[O:5][CH3:6])=[CH:43]/[C:37]1[C:38]2[S:39][CH:40]=[CH:41][C:42]=2[C:34]([O:33][CH2:32][CH2:31][C:21]2[N:22]=[C:23]([C:25]3[CH:30]=[CH:29][CH:28]=[CH:27][CH:26]=3)[O:24][C:20]=2[CH3:19])=[CH:35][CH:36]=1, predict the reactants needed to synthesize it. The reactants are: [CH3:1][O:2][C:3](=[O:15])[CH:4](P(OCC)(OCC)=O)[O:5][CH3:6].[Li+].C[O-].[CH3:19][C:20]1[O:24][C:23]([C:25]2[CH:30]=[CH:29][CH:28]=[CH:27][CH:26]=2)=[N:22][C:21]=1[CH2:31][CH2:32][O:33][C:34]1[C:42]2[CH:41]=[CH:40][S:39][C:38]=2[C:37]([CH:43]=O)=[CH:36][CH:35]=1. (7) Given the product [C:12]([C:9]1[S:8][C:7]([N:5]2[CH:6]=[C:2]([CH3:1])[N:3]=[CH:4]2)=[N:11][CH:10]=1)#[CH:14], predict the reactants needed to synthesize it. The reactants are: [CH3:1][C:2]1[N:3]=[CH:4][N:5]([C:7]2[S:8][C:9]([CH:12]=O)=[CH:10][N:11]=2)[CH:6]=1.[C:14](=O)([O-])[O-].[K+].[K+].CO.